This data is from Forward reaction prediction with 1.9M reactions from USPTO patents (1976-2016). The task is: Predict the product of the given reaction. (1) Given the reactants [Br:1][C:2]1[CH:10]=[CH:9][C:5]([C:6](Cl)=[O:7])=[C:4]([CH3:11])[CH:3]=1.[C@@H:12]12[O:19][C@@H:16]([CH2:17][CH2:18]1)[CH2:15][NH:14][CH2:13]2.C(N(CC)CC)C, predict the reaction product. The product is: [CH:16]12[O:19][CH:12]([CH2:18][CH2:17]1)[CH2:13][N:14]([C:6]([C:5]1[CH:9]=[CH:10][C:2]([Br:1])=[CH:3][C:4]=1[CH3:11])=[O:7])[CH2:15]2. (2) The product is: [F:1][C:2]1[CH:7]=[C:6]([I:8])[CH:5]=[CH:4][C:3]=1[NH:9][C:14]1[N:15]([CH3:33])[C:16](=[O:32])[C:17]([CH3:31])=[C:18]2[C:13]=1[C:12](=[O:34])[N:11]([CH2:35][C:36]1[CH:37]=[CH:38][C:39]([O:42][CH3:43])=[CH:40][CH:41]=1)[C:10](=[O:44])[N:19]2[C:20]1[CH:21]=[C:22]([CH2:26][CH2:27][C:28]([NH2:30])=[O:29])[CH:23]=[CH:24][CH:25]=1. Given the reactants [F:1][C:2]1[CH:7]=[C:6]([I:8])[CH:5]=[CH:4][C:3]=1[N:9]1[C:14]2[N:15]([CH3:33])[C:16](=[O:32])[C:17]([CH3:31])=[C:18]([NH:19][C:20]3[CH:21]=[C:22]([CH2:26][CH2:27][C:28]([NH2:30])=[O:29])[CH:23]=[CH:24][CH:25]=3)[C:13]=2[C:12](=[O:34])[N:11]([CH2:35][C:36]2[CH:41]=[CH:40][C:39]([O:42][CH3:43])=[CH:38][CH:37]=2)[C:10]1=[O:44].C[O-].[Na+], predict the reaction product.